Dataset: TCR-epitope binding with 47,182 pairs between 192 epitopes and 23,139 TCRs. Task: Binary Classification. Given a T-cell receptor sequence (or CDR3 region) and an epitope sequence, predict whether binding occurs between them. The epitope is AVFDRKSDAK. The TCR CDR3 sequence is CASSFNGVRETQYF. Result: 1 (the TCR binds to the epitope).